This data is from Full USPTO retrosynthesis dataset with 1.9M reactions from patents (1976-2016). The task is: Predict the reactants needed to synthesize the given product. (1) Given the product [CH3:1][O:2][C:3]1[CH:4]=[CH:5][C:6]([C:9]2[CH:14]=[CH:13][C:12]([C:16](=[O:18])[CH3:17])=[CH:11][C:10]=2[CH3:15])=[CH:7][CH:8]=1, predict the reactants needed to synthesize it. The reactants are: [CH3:1][O:2][C:3]1[CH:8]=[CH:7][C:6]([C:9]2[CH:14]=[CH:13][CH:12]=[CH:11][C:10]=2[CH3:15])=[CH:5][CH:4]=1.[C:16](OC(=O)C)(=[O:18])[CH3:17].[Al+3].[Cl-].[Cl-].[Cl-].CC#N. (2) Given the product [C:1]([NH:6][C:7]1[NH:8][C:9](=[O:42])[C:10]2[N:11]=[CH:12][N:13]([C@@H:16]3[O:28][C@H:27]([CH2:29][O:30][CH:31]4[CH2:36][CH2:35][CH2:34][CH2:33][O:32]4)[C@@H:19]([O:20][CH:21]4[CH2:26][CH2:25][CH2:24][CH2:23][O:22]4)[C@@H:17]3[OH:18])[C:14]=2[N:15]=1)(=[O:5])[CH:2]([CH3:4])[CH3:3], predict the reactants needed to synthesize it. The reactants are: [C:1]([NH:6][C:7]1[NH:8][C:9](=[O:42])[C:10]2[N:11]=[CH:12][N:13]([C@@H:16]3[O:28][C@H:27]([CH2:29][O:30][C:31]4(C(=O)C(C)C)[CH2:36][CH2:35][CH2:34][CH2:33][O:32]4)[C@@H:19]([O:20][CH:21]4[CH2:26][CH2:25][CH2:24][CH2:23][O:22]4)[C@@H:17]3[OH:18])[C:14]=2[N:15]=1)(=[O:5])[CH:2]([CH3:4])[CH3:3].[OH-].[Na+].CCO.CO.C([O-])(O)=O.[Na+]. (3) The reactants are: S(=O)(=O)(O)[OH:2].O/N=[CH:8]/[C:9]([NH:11][C:12]1[CH:20]=[C:19]2[C:15]([CH:16]=[N:17][NH:18]2)=[CH:14][C:13]=1[CH3:21])=[O:10]. Given the product [CH3:21][C:13]1[CH:14]=[C:15]2[C:19](=[C:20]3[C:8](=[O:2])[C:9](=[O:10])[NH:11][C:12]=13)[NH:18][N:17]=[CH:16]2, predict the reactants needed to synthesize it. (4) Given the product [OH:38][C@H:35]1[CH2:36][CH2:37][N:33]([C:26]([C:25]2[CH:24]=[CH:23][C:22]([C:19]3[CH:20]=[N:21][C:16]([O:15][CH2:14][CH:11]4[CH2:12][CH2:13][N:8]([CH2:7][C:3]5([C:2]([F:32])([F:1])[F:31])[CH2:6][CH2:5][CH2:4]5)[CH2:9][CH2:10]4)=[CH:17][CH:18]=3)=[CH:30][CH:29]=2)=[O:27])[CH2:34]1, predict the reactants needed to synthesize it. The reactants are: [F:1][C:2]([F:32])([F:31])[C:3]1([CH2:7][N:8]2[CH2:13][CH2:12][CH:11]([CH2:14][O:15][C:16]3[N:21]=[CH:20][C:19]([C:22]4[CH:30]=[CH:29][C:25]([C:26](O)=[O:27])=[CH:24][CH:23]=4)=[CH:18][CH:17]=3)[CH2:10][CH2:9]2)[CH2:6][CH2:5][CH2:4]1.[NH:33]1[CH2:37][CH2:36][C@H:35]([OH:38])[CH2:34]1.F[P-](F)(F)(F)(F)F.N1(O[P+](N(C)C)(N(C)C)N(C)C)C2C=CC=CC=2N=N1.O. (5) The reactants are: [CH2:1]([C:8]1[CH:16]=[CH:15][C:11]([C:12]([OH:14])=O)=[CH:10][CH:9]=1)[C:2]1[CH:7]=[CH:6][CH:5]=[CH:4][CH:3]=1.[CH3:17][O:18][C:19]1[CH:20]=[C:21]([C:27]2([CH2:32][NH2:33])[CH2:31][CH2:30][CH2:29][CH2:28]2)[CH:22]=[CH:23][C:24]=1[O:25][CH3:26].C(N(CC)CC)C.F[P-](F)(F)(F)(F)F.N1(OC(N(C)C)=[N+](C)C)C2N=CC=CC=2N=N1. Given the product [CH2:1]([C:8]1[CH:9]=[CH:10][C:11]([C:12]([NH:33][CH2:32][C:27]2([C:21]3[CH:22]=[CH:23][C:24]([O:25][CH3:26])=[C:19]([O:18][CH3:17])[CH:20]=3)[CH2:28][CH2:29][CH2:30][CH2:31]2)=[O:14])=[CH:15][CH:16]=1)[C:2]1[CH:3]=[CH:4][CH:5]=[CH:6][CH:7]=1, predict the reactants needed to synthesize it.